Dataset: Reaction yield outcomes from USPTO patents with 853,638 reactions. Task: Predict the reaction yield, written as a fraction of the theoretical maximum amount of product (1.0 means a 100% yield; for example, 0.34 means a 34% yield). (1) The reactants are [F:1][C:2]1[CH:3]=[C:4]([N:17]2[CH2:21][C@H:20]([CH2:22][NH:23][C:24](=[O:26])[CH3:25])[O:19][C:18]2=[O:27])[CH:5]=[CH:6][C:7]=1B1OC(C)(C)C(C)(C)O1.Br[C:29]1[CH:30]=[N:31][C:32]([O:35][CH2:36][C:37]2([CH3:48])[O:41][C:40]3=[N:42][C:43]([N+:45]([O-:47])=[O:46])=[CH:44][N:39]3[CH2:38]2)=[N:33][CH:34]=1.C([O-])([O-])=O.[K+].[K+]. The catalyst is C1(C)C=CC=CC=1.CCO.CN(C=O)C.C1C=CC(P(C2C=CC=CC=2)[C-]2C=CC=C2)=CC=1.C1C=CC(P(C2C=CC=CC=2)[C-]2C=CC=C2)=CC=1.Cl[Pd]Cl.[Fe+2]. The product is [F:1][C:2]1[CH:3]=[C:4]([N:17]2[CH2:21][C@H:20]([CH2:22][NH:23][C:24](=[O:26])[CH3:25])[O:19][C:18]2=[O:27])[CH:5]=[CH:6][C:7]=1[C:29]1[CH:30]=[N:31][C:32]([O:35][CH2:36][C:37]2([CH3:48])[O:41][C:40]3=[N:42][C:43]([N+:45]([O-:47])=[O:46])=[CH:44][N:39]3[CH2:38]2)=[N:33][CH:34]=1. The yield is 0.390. (2) The reactants are [CH3:1][C:2]1[CH:7]=[C:6]([C:8]([O:10][CH3:11])=[O:9])[CH:5]=[CH:4][C:3]=1[C:12]1[C:13](C2C=CC=CC=2)=[CH:14][CH:15]=[CH:16][CH:17]=1.[OH-].[Na+]. The catalyst is CCO.O. The product is [CH3:1][C:2]1([C:2]2[CH:7]=[CH:6][CH:5]=[CH:4][CH:3]=2)[CH2:7][C:6]([C:8]([O:10][CH3:11])=[O:9])=[CH:5][CH:4]=[C:3]1[C:12]1[CH:17]=[CH:16][CH:15]=[CH:14][CH:13]=1. The yield is 0.720. (3) The reactants are F[C:2]1[N:7]=[C:6]([C:8]([CH3:12])([CH3:11])[C:9]#[N:10])[CH:5]=[CH:4][CH:3]=1.C[O-].[Na+].[C:16](OCC)(=[O:18])C. The catalyst is CO. The product is [CH3:16][O:18][C:2]1[N:7]=[C:6]([C:8]([CH3:12])([CH3:11])[C:9]#[N:10])[CH:5]=[CH:4][CH:3]=1. The yield is 0.920. (4) The product is [CH2:1]([S:2]([C:5]1[CH:6]=[CH:7][C:8]([N:14]2[CH2:18][CH2:17][CH2:16][CH2:15]2)=[C:9]([CH:13]=1)[C:10]([OH:12])=[O:11])(=[O:4])=[O:3])[CH3:20]. No catalyst specified. The yield is 0.730. The reactants are [CH3:1][S:2]([C:5]1[CH:6]=[CH:7][C:8]([N:14]2[CH2:18][CH2:17][CH2:16][CH2:15]2)=[C:9]([CH:13]=1)[C:10]([OH:12])=[O:11])(=[O:4])=[O:3].Cl[C:20]1C=CC(S(CC)(=O)=O)=CC=1C(O)=O.N1CCCC1. (5) The reactants are [CH2:1]([S:8][CH:9]([CH:38]=O)[CH2:10][NH:11][C:12]([C:14]1[NH:15][C:16]2[C:21]([CH:22]=1)=[CH:20][C:19]([O:23][CH2:24][CH2:25][O:26][CH3:27])=[CH:18][C:17]=2[NH:28][S:29]([C:32]1[CH:37]=[CH:36][CH:35]=[CH:34][N:33]=1)(=[O:31])=[O:30])=[O:13])[C:2]1[CH:7]=[CH:6][CH:5]=[CH:4][CH:3]=1.[NH:40]1[CH2:45][CH2:44][S:43](=[O:47])(=[O:46])[CH2:42][CH2:41]1.O1CCCC1.C(O[BH-](OC(=O)C)OC(=O)C)(=O)C.[Na+]. The catalyst is O. The product is [CH2:1]([S:8][CH:9]([CH2:38][N:40]1[CH2:45][CH2:44][S:43](=[O:47])(=[O:46])[CH2:42][CH2:41]1)[CH2:10][NH:11][C:12]([C:14]1[NH:15][C:16]2[C:21]([CH:22]=1)=[CH:20][C:19]([O:23][CH2:24][CH2:25][O:26][CH3:27])=[CH:18][C:17]=2[NH:28][S:29]([C:32]1[CH:37]=[CH:36][CH:35]=[CH:34][N:33]=1)(=[O:30])=[O:31])=[O:13])[C:2]1[CH:7]=[CH:6][CH:5]=[CH:4][CH:3]=1. The yield is 0.350.